From a dataset of Forward reaction prediction with 1.9M reactions from USPTO patents (1976-2016). Predict the product of the given reaction. (1) Given the reactants [C:9](O[C:9]([O:11][C:12]([CH3:15])([CH3:14])[CH3:13])=[O:10])([O:11][C:12]([CH3:15])([CH3:14])[CH3:13])=[O:10].CN(C1C=CC=CN=1)C.[Cl:25][C:26]1[CH:34]=[C:33]2[C:29]([C:30]([NH2:35])=[N:31][NH:32]2)=[CH:28][CH:27]=1, predict the reaction product. The product is: [Cl:25][C:26]1[CH:34]=[C:33]2[C:29]([C:30]([NH2:35])=[N:31][N:32]2[C:9]([O:11][C:12]([CH3:13])([CH3:14])[CH3:15])=[O:10])=[CH:28][CH:27]=1. (2) The product is: [C:16]([O:14][C:8]1[C:5]2[CH:6]=[CH:7][C:2]([CH3:15])([CH3:1])[O:3][C:4]=2[CH:11]=[CH:10][C:9]=1[CH:12]=[O:13])(=[O:23])[C:17]1[CH:22]=[CH:21][CH:20]=[CH:19][CH:18]=1. Given the reactants [CH3:1][C:2]1([CH3:15])[CH:7]=[CH:6][C:5]2[C:8]([OH:14])=[C:9]([CH:12]=[O:13])[CH:10]=[CH:11][C:4]=2[O:3]1.[C:16](Cl)(=[O:23])[C:17]1[CH:22]=[CH:21][CH:20]=[CH:19][CH:18]=1.C([O-])([O-])=O.[K+].[K+], predict the reaction product.